This data is from Full USPTO retrosynthesis dataset with 1.9M reactions from patents (1976-2016). The task is: Predict the reactants needed to synthesize the given product. (1) Given the product [O:14]1[CH2:15][CH2:16][CH:11]([N:8]2[CH:9]=[CH:10][C:6]([C:4]([OH:5])=[O:3])=[N:7]2)[CH2:12][CH2:13]1, predict the reactants needed to synthesize it. The reactants are: C([O:3][C:4]([C:6]1[CH:10]=[CH:9][N:8]([CH:11]2[CH2:16][CH2:15][O:14][CH2:13][CH2:12]2)[N:7]=1)=[O:5])C.[OH-].[Na+]. (2) Given the product [O:10]([C@@H:11]1[CH2:15][CH2:14][N:13]([C:16]([O:18][C:19]([CH3:20])([CH3:21])[CH3:22])=[O:17])[CH2:12]1)[C:24]1[CH:29]=[CH:28][CH:27]=[CH:26][CH:25]=1, predict the reactants needed to synthesize it. The reactants are: C1(C)C=CC(S([O:10][C@H:11]2[CH2:15][CH2:14][N:13]([C:16]([O:18][C:19]([CH3:22])([CH3:21])[CH3:20])=[O:17])[CH2:12]2)(=O)=O)=CC=1.[C:24]1(O)[CH:29]=[CH:28][CH:27]=[CH:26][CH:25]=1. (3) The reactants are: Br[C:2]1[CH:3]=[C:4]([NH:22][CH2:23][C:24]2[CH:25]=[N:26][CH:27]=[CH:28][CH:29]=2)[CH:5]=[C:6]2[C:11]=1[N:10]=[CH:9][C:8]([C:12]#[N:13])=[C:7]2[NH:14][C:15]1[CH:20]=[CH:19][CH:18]=[C:17]([Cl:21])[CH:16]=1.[CH3:30][N:31](C=O)C. Given the product [Cl:21][C:17]1[CH:16]=[C:15]([NH:14][C:7]2[C:6]3[C:11](=[C:2]([C:30]#[N:31])[CH:3]=[C:4]([NH:22][CH2:23][C:24]4[CH:25]=[N:26][CH:27]=[CH:28][CH:29]=4)[CH:5]=3)[N:10]=[CH:9][C:8]=2[C:12]#[N:13])[CH:20]=[CH:19][CH:18]=1, predict the reactants needed to synthesize it. (4) Given the product [C:1]([C:3]1[CH:8]=[CH:7][C:6]([NH:9][C:10]2[O:14][C:13]([C:15]3[NH:19][C:18]4[CH:20]=[CH:21][C:22]([C@H:24]5[CH2:25][CH2:26][C@H:27]([CH2:30][C:31]([OH:33])=[O:32])[CH2:28][CH2:29]5)=[CH:23][C:17]=4[N:16]=3)=[N:12][N:11]=2)=[CH:5][CH:4]=1)#[N:2], predict the reactants needed to synthesize it. The reactants are: [C:1]([C:3]1[CH:8]=[CH:7][C:6]([NH:9][C:10]2[O:14][C:13]([C:15]3[NH:19][C:18]4[CH:20]=[CH:21][C:22]([C@H:24]5[CH2:29][CH2:28][C@H:27]([CH2:30][C:31]([O:33]C)=[O:32])[CH2:26][CH2:25]5)=[CH:23][C:17]=4[N:16]=3)=[N:12][N:11]=2)=[CH:5][CH:4]=1)#[N:2].C[Si](C)(C)[O-].[K+].